Dataset: Full USPTO retrosynthesis dataset with 1.9M reactions from patents (1976-2016). Task: Predict the reactants needed to synthesize the given product. (1) Given the product [C:34]1([CH:33]([C:40]2[CH:45]=[CH:44][CH:43]=[CH:42][CH:41]=2)[CH2:32][NH:31][C:29]([N:26]2[CH2:27][CH2:28][CH:23]([NH:22][C:21]3[CH:46]=[CH:47][C:18]([CH2:17][CH2:16][NH:15][CH2:14][C@H:13]([OH:48])[CH2:12][O:11][C:10]4[CH:49]=[CH:50][C:7]([OH:6])=[CH:8][CH:9]=4)=[CH:19][CH:20]=3)[CH2:24][CH2:25]2)=[O:30])[CH:35]=[CH:36][CH:37]=[CH:38][CH:39]=1, predict the reactants needed to synthesize it. The reactants are: C([Si](C1C=CC=CC=1)(C1C=CC=CC=1)[O:6][C:7]1[CH:50]=[CH:49][C:10]([O:11][CH2:12][C@@H:13]([OH:48])[CH2:14][NH:15][CH2:16][CH2:17][C:18]2[CH:47]=[CH:46][C:21]([NH:22][CH:23]3[CH2:28][CH2:27][N:26]([C:29]([NH:31][CH2:32][CH:33]([C:40]4[CH:45]=[CH:44][CH:43]=[CH:42][CH:41]=4)[C:34]4[CH:39]=[CH:38][CH:37]=[CH:36][CH:35]=4)=[O:30])[CH2:25][CH2:24]3)=[CH:20][CH:19]=2)=[CH:9][CH:8]=1)(C)(C)C. (2) Given the product [CH2:15]1[CH:14]([NH2:13])[CH2:19][CH2:18][CH:17]([NH:20][C:2]2[CH:3]=[CH:4][N:5]=[C:6]3[C:11]=2[CH:10]=[CH:9][C:8]([Cl:12])=[CH:7]3)[CH2:16]1, predict the reactants needed to synthesize it. The reactants are: Cl[C:2]1[C:11]2[C:6](=[CH:7][C:8]([Cl:12])=[CH:9][CH:10]=2)[N:5]=[CH:4][CH:3]=1.[NH2:13][C@H:14]1[CH2:19][CH2:18][C@H:17]([NH2:20])[CH2:16][CH2:15]1.[OH-].[Na+].C(OCC)(=O)C. (3) Given the product [CH3:19][O:20][C:21](=[O:26])[CH:22]([O:18][C:14]1[CH:15]=[C:16]2[C:11](=[CH:12][CH:13]=1)[N:10]=[CH:9][C:8]([I:7])=[CH:17]2)[O:23][CH3:24], predict the reactants needed to synthesize it. The reactants are: CC(C)([O-])C.[K+].[I:7][C:8]1[CH:9]=[N:10][C:11]2[C:16]([CH:17]=1)=[CH:15][C:14]([OH:18])=[CH:13][CH:12]=2.[CH3:19][O:20][C:21](=[O:26])[CH:22](Br)[O:23][CH3:24].[I-].[K+].